From a dataset of Catalyst prediction with 721,799 reactions and 888 catalyst types from USPTO. Predict which catalyst facilitates the given reaction. (1) Reactant: [Br:1][C:2]1[CH:3]=[C:4]2[C:9](=[CH:10][CH:11]=1)[N:8]=[C:7]([NH2:12])[CH:6]=[CH:5]2.CO[CH:15]([N:18](C)C)OC.NOS(O)(=O)=O. Product: [Br:1][C:2]1[CH:3]=[C:4]2[C:9](=[CH:10][CH:11]=1)[N:8]1[N:18]=[CH:15][N:12]=[C:7]1[CH:6]=[CH:5]2. The catalyst class is: 3. (2) The catalyst class is: 1. Reactant: [Cl:1][C:2]1[CH:9]=[C:8]([N:10]([CH2:20][C:21]2[CH:26]=[CH:25][CH:24]=[CH:23][C:22]=2[CH3:27])[C@H:11]2[CH2:15][C:14](=[O:16])[N:13]([CH2:17][CH:18]=[O:19])[CH2:12]2)[CH:7]=[CH:6][C:3]=1[C:4]#[N:5].[BH4-].[Na+]. Product: [Cl:1][C:2]1[CH:9]=[C:8]([N:10]([C@H:11]2[CH2:15][C:14](=[O:16])[N:13]([CH2:17][CH2:18][OH:19])[CH2:12]2)[CH2:20][C:21]2[CH:26]=[CH:25][CH:24]=[CH:23][C:22]=2[CH3:27])[CH:7]=[CH:6][C:3]=1[C:4]#[N:5]. (3) Reactant: [C:1]([O:5][C:6]([N:8]1[CH:13]2[CH2:14][CH2:15][CH:9]1[CH:10]=[C:11]([C:16]1[CH:21]=[C:20]([CH2:22][NH:23][C:24](=[O:29])[C:25]([F:28])([F:27])[F:26])[CH:19]=[CH:18][C:17]=1[F:30])[CH2:12]2)=[O:7])([CH3:4])([CH3:3])[CH3:2]. Product: [C:1]([O:5][C:6]([N:8]1[CH:13]2[CH2:14][CH2:15][CH:9]1[CH2:10][CH:11]([C:16]1[CH:21]=[C:20]([CH2:22][NH:23][C:24](=[O:29])[C:25]([F:26])([F:27])[F:28])[CH:19]=[CH:18][C:17]=1[F:30])[CH2:12]2)=[O:7])([CH3:4])([CH3:2])[CH3:3]. The catalyst class is: 19. (4) Product: [CH2:42]([O:41][C:39]([C:34]1([NH:33][C:32]([CH:9]2[CH2:10][CH:11]([O:13][C:14]3[C:23]4[C:18](=[CH:19][C:20]([O:24][CH3:25])=[CH:21][CH:22]=4)[N:17]=[C:16]([C:26]4[CH:27]=[CH:28][CH:29]=[CH:30][CH:31]=4)[CH:15]=3)[CH2:12][NH:8]2)=[O:44])[CH2:36][CH:35]1[CH:37]=[CH2:38])=[O:40])[CH3:43]. Reactant: C(OC([N:8]1[CH2:12][CH:11]([O:13][C:14]2[C:23]3[C:18](=[CH:19][C:20]([O:24][CH3:25])=[CH:21][CH:22]=3)[N:17]=[C:16]([C:26]3[CH:31]=[CH:30][CH:29]=[CH:28][CH:27]=3)[CH:15]=2)[CH2:10][CH:9]1[C:32](=[O:44])[NH:33][C:34]1([C:39]([O:41][CH2:42][CH3:43])=[O:40])[CH2:36][CH:35]1[CH:37]=[CH2:38])=O)(C)(C)C.C1(C)C=CC=CC=1. The catalyst class is: 137.